From a dataset of Reaction yield outcomes from USPTO patents with 853,638 reactions. Predict the reaction yield, written as a fraction of the theoretical maximum amount of product (1.0 means a 100% yield; for example, 0.34 means a 34% yield). (1) The reactants are I[C:2]1[CH:7]=[C:6]([I:8])[N:5]=[N:4][C:3]=1[NH2:9].N#N.[C:12]([Si:14]([CH3:17])([CH3:16])[CH3:15])#[CH:13].CCN(CC)CC. The catalyst is C1COCC1.C1C=CC([P]([Pd]([P](C2C=CC=CC=2)(C2C=CC=CC=2)C2C=CC=CC=2)([P](C2C=CC=CC=2)(C2C=CC=CC=2)C2C=CC=CC=2)[P](C2C=CC=CC=2)(C2C=CC=CC=2)C2C=CC=CC=2)(C2C=CC=CC=2)C2C=CC=CC=2)=CC=1.[Cu]I. The product is [I:8][C:6]1[N:5]=[N:4][C:3]([NH2:9])=[C:2]([C:13]#[C:12][Si:14]([CH3:17])([CH3:16])[CH3:15])[CH:7]=1. The yield is 0.460. (2) The reactants are C(OC([N:8]1[C:12]2[CH:13]=[CH:14][C:15]([Cl:17])=[CH:16][C:11]=2[N:10]=[C:9]1[C:18]1[CH:23]=[C:22]([N:24]2[CH2:29][CH2:28][CH:27]([C:30]([O:32]CC)=[O:31])[CH2:26][CH2:25]2)[CH:21]=[CH:20][C:19]=1[F:35])=O)(C)(C)C. The catalyst is Cl. The product is [ClH:17].[Cl:17][C:15]1[CH:14]=[CH:13][C:12]2[NH:8][C:9]([C:18]3[CH:23]=[C:22]([N:24]4[CH2:25][CH2:26][CH:27]([C:30]([OH:32])=[O:31])[CH2:28][CH2:29]4)[CH:21]=[CH:20][C:19]=3[F:35])=[N:10][C:11]=2[CH:16]=1. The yield is 0.700. (3) The product is [CH3:34][C:32]1[CH:33]=[C:28]([N:49]=[C:36]([C:37]2[CH:42]=[CH:41][CH:40]=[CH:39][CH:38]=2)[C:43]2[CH:48]=[CH:47][CH:46]=[CH:45][CH:44]=2)[CH:29]=[C:30]([CH3:35])[CH:31]=1. The reactants are CC(C)([O-])C.[Na+].[C@@H]1(N)CCCC[C@H]1N.CCCCCCCCCCCC.I[C:28]1[CH:29]=[C:30]([CH3:35])[CH:31]=[C:32]([CH3:34])[CH:33]=1.[C:36](=[NH:49])([C:43]1[CH:48]=[CH:47][CH:46]=[CH:45][CH:44]=1)[C:37]1[CH:42]=[CH:41][CH:40]=[CH:39][CH:38]=1. The catalyst is [Cu]I.O1CCOCC1. The yield is 0.150. (4) The reactants are Cl[C:2]1[C:7]([C:8]#[N:9])=[C:6]([C:10]2[CH:15]=[C:14]([O:16][CH3:17])[CH:13]=[CH:12][C:11]=2[F:18])[N:5]=[C:4]([S:19][CH3:20])[N:3]=1.[SH:21][CH2:22][C:23]([NH2:25])=[O:24].C(=O)([O-])[O-].[Na+].[Na+]. The catalyst is CCO. The product is [C:8]([C:7]1[C:2]([S:21][CH2:22][C:23]([NH2:25])=[O:24])=[N:3][C:4]([S:19][CH3:20])=[N:5][C:6]=1[C:10]1[CH:15]=[C:14]([O:16][CH3:17])[CH:13]=[CH:12][C:11]=1[F:18])#[N:9]. The yield is 0.400. (5) The reactants are Br[C:2]1[CH:7]=[CH:6][C:5]([N:8]2[C:12]([C:13]3[CH:18]=[CH:17][N:16]=[CH:15][CH:14]=3)=[CH:11][N:10]=[CH:9]2)=[CH:4][CH:3]=1.N#N.[C:21]([Si:23]([CH3:26])([CH3:25])[CH3:24])#[CH:22]. The catalyst is [Cu]I.Cl[Pd](Cl)([P](C1C=CC=CC=1)(C1C=CC=CC=1)C1C=CC=CC=1)[P](C1C=CC=CC=1)(C1C=CC=CC=1)C1C=CC=CC=1. The product is [CH3:24][Si:23]([C:21]#[C:22][C:2]1[CH:7]=[CH:6][C:5]([N:8]2[C:12]([C:13]3[CH:18]=[CH:17][N:16]=[CH:15][CH:14]=3)=[CH:11][N:10]=[CH:9]2)=[CH:4][CH:3]=1)([CH3:26])[CH3:25]. The yield is 0.780.